From a dataset of Experimentally validated miRNA-target interactions with 360,000+ pairs, plus equal number of negative samples. Binary Classification. Given a miRNA mature sequence and a target amino acid sequence, predict their likelihood of interaction. (1) The miRNA is hsa-miR-412-5p with sequence UGGUCGACCAGUUGGAAAGUAAU. The protein sequence of the target gene is MASNDYTQQATQSYGAYPTQPGQGYSQQSSQPYGQQSYSGYGQSADTSGYGQSSYGSSYGQTQNTGYGTQSAPQGYGSTGGYGSSQSSQSSYGQQSSYPGYGQQPAPSSTSGSYGGSSQSSSYGQPQSGGYGQQSGYGGQQQSYGQQQSSYNPPQGYGQQNQYNSSSGGGGGGGGGNYGQDQSSMSGGGGGGGYGNQDQSGGGGGGYGGGQQDRGGRGRGGGGGYNRSSGGYEPRGRGGGRGGRGGMGGSDRGGFNKFGGPRDQGSRHDSEQDNSDNNTIFVQGLGENVTIESVADYFKQ.... Result: 0 (no interaction). (2) The miRNA is hsa-miR-548au-3p with sequence UGGCAGUUACUUUUGCACCAG. The protein sequence of the target gene is MYEGKKTKNMFLTRALEKILADKEVKKAHHSQLRKACEVALEEIKAETEKQSPPHGEAKAGSSTLPPVKSKTNFIEADKYFLPFELACQSKCPRIVSTSLDCLQKLIAYGHLTGNAPDSTTPGKKLIDRIIETICGCFQGPQTDEGVQLQIIKALLTAVTSQHIEIHEGTVLQAVRTCYNIYLASKNLINQTTAKATLTQMLNVIFARMENQALQEAKQMEKERHRQHHHLLQSPVSHHEPESPQLRYLPPQTVDHISQEHEGDLDLHTNDVDKSLQDDTEPENGSDISSAENEQTEADQ.... Result: 0 (no interaction). (3) The miRNA is mmu-miR-466f-3p with sequence CAUACACACACACAUACACAC. The protein sequence of the target gene is MHHQQRMAALGTDKELSDLLDFSAMFSPPVSSGKNGPTSLASGHFTGSNVEDRSSSGSWGTGGHPSPSRNYGDGTPYDHMTSRDLGSHDNLSPPFVNSRIQSKTERGSYSSYGRENVQGCHQQSLLGGDMDMGNPGTLSPTKPGSQYYQYSSNNARRRPLHSSAMEVQTKKVRKVPPGLPSSVYAPSASTADYNRDSPGYPSSKPAASTFPSSFFMQDGHHSSDPWSSSSGMNQPGYGGMLGNSSHIPQSSSYCSLHPHERLSYPSHSSADINSSLPPMSTFHRSGTNHYSTSSCTPPAN.... Result: 1 (interaction). (4) The miRNA is hsa-miR-550a-3-5p with sequence AGUGCCUGAGGGAGUAAGAG. Result: 0 (no interaction). The protein sequence of the target gene is MANDSPAKSLVDIDLSSLRDPAGIFELVEVVGNGTYGQVYKGRHVKTVTAAIKVMDVTEDEEEEITLEINMLKKYSHHRNIATYYGAFIKKSPPGHDDQLWLVMEFCGAGSITDLVKNTKGNTLKEDWIAYISREILRGLAHLHIHHVIHRDIKGQNVLLTENAEVKLVDFGVSAQLDRTVGRRNTFIGTPYWMAPEVIACDENPDATYDYRSDLWSCGITAIEMAEGGPPLCDMHPMRALFLIPRNPPPRLKSKKWSKKFFSFIEGCLVKNYMQRPSTEQLLKHPFIRDQPNERQVRIQ....